Predict the reaction yield, written as a fraction of the theoretical maximum amount of product (1.0 means a 100% yield; for example, 0.34 means a 34% yield). From a dataset of Reaction yield outcomes from USPTO patents with 853,638 reactions. (1) The reactants are [Br:1][C:2]1[CH:10]=[CH:9][C:8]([C:11]#[N:12])=[C:7]2[C:3]=1[C:4]([CH:13]=O)=[CH:5][NH:6]2.[NH2:15][CH:16]([CH:22]([O:26][CH2:27][CH3:28])[O:23][CH2:24][CH3:25])[C:17]([O:19][CH2:20][CH3:21])=[O:18].C1COCC1.C(O[BH-](OC(=O)C)OC(=O)C)(=O)C.[Na+]. The catalyst is ClCCCl.CCOC(C)=O. The product is [Br:1][C:2]1[CH:10]=[CH:9][C:8]([C:11]#[N:12])=[C:7]2[C:3]=1[C:4]([CH2:13][NH:15][CH:16]([CH:22]([O:26][CH2:27][CH3:28])[O:23][CH2:24][CH3:25])[C:17]([O:19][CH2:20][CH3:21])=[O:18])=[CH:5][NH:6]2. The yield is 0.350. (2) The reactants are [C:1]([C:4]1[C:9]([NH:10][C:11]([C:13]2[S:14][CH:15]=[C:16]([C:18]#[C:19][Si](C)(C)C)[N:17]=2)=O)=[C:8]([CH3:24])[C:7]([O:25][CH3:26])=[CH:6][CH:5]=1)(=[O:3])[CH3:2].CC(C)([O-])C.[K+]. The catalyst is C(O)(C)(C)C. The product is [CH3:26][O:25][C:7]1[C:8]([CH3:24])=[C:9]2[C:4]([C:1]([OH:3])=[CH:2][C:11]([C:13]3[S:14][CH:15]=[C:16]([C:18]#[CH:19])[N:17]=3)=[N:10]2)=[CH:5][CH:6]=1. The yield is 0.520. (3) The reactants are [CH:1]1([C@@:6]([OH:16])([C:10]2[CH:15]=[CH:14][CH:13]=[CH:12][CH:11]=2)[C:7]([OH:9])=[O:8])[CH2:5][CH2:4][CH2:3][CH2:2]1.[CH3:17][N:18]1[CH2:22][CH2:21][C@@H:20](O)[CH2:19]1.O. The catalyst is CN(C=O)C. The product is [CH3:17][N:18]1[CH2:22][CH2:21][C@@H:20]([O:8][C:7](=[O:9])[C@:6]([CH:1]2[CH2:5][CH2:4][CH2:3][CH2:2]2)([OH:16])[C:10]2[CH:11]=[CH:12][CH:13]=[CH:14][CH:15]=2)[CH2:19]1. The yield is 0.600. (4) The reactants are [F:1][C:2]1[CH:3]=[C:4]2[C:8](=[CH:9][CH:10]=1)[NH:7][N:6]=[C:5]2[I:11].O[C@H:13]1[CH2:17][CH2:16][O:15][CH2:14]1. No catalyst specified. The product is [F:1][C:2]1[CH:3]=[C:4]2[C:8](=[CH:9][CH:10]=1)[N:7]([C@@H:13]1[CH2:17][CH2:16][O:15][CH2:14]1)[N:6]=[C:5]2[I:11]. The yield is 0.560. (5) The reactants are C([Li])CCC.[S:6]1[C:10]([C:11]2[C:12]3[CH:19]=[CH:18][N:17]([CH2:20][O:21][CH2:22][CH2:23][Si:24]([CH3:27])([CH3:26])[CH3:25])[C:13]=3[N:14]=[CH:15][N:16]=2)=[CH:9][N:8]=[CH:7]1.C(Br)(Br)(Br)[Br:29]. The catalyst is CCCCCC.C1COCC1. The product is [Br:29][C:7]1[S:6][C:10]([C:11]2[C:12]3[CH:19]=[CH:18][N:17]([CH2:20][O:21][CH2:22][CH2:23][Si:24]([CH3:27])([CH3:26])[CH3:25])[C:13]=3[N:14]=[CH:15][N:16]=2)=[CH:9][N:8]=1. The yield is 0.570. (6) The reactants are Br[C:2]1[CH:3]=[C:4]2[C:8](=[CH:9][CH:10]=1)[C:7](=[O:11])[N:6]([CH:12]1[CH2:17][CH2:16][N:15]([C:18]([O:20][C:21]([CH3:24])([CH3:23])[CH3:22])=[O:19])[CH2:14][CH2:13]1)[CH2:5]2.[C:25]([C:27]1[CH:32]=[CH:31][C:30](B(O)O)=[CH:29][CH:28]=1)#[N:26].C(=O)([O-])[O-].[K+].[K+].O. The catalyst is O1CCOCC1. The product is [C:25]([C:27]1[CH:32]=[CH:31][C:30]([C:2]2[CH:3]=[C:4]3[C:8](=[CH:9][CH:10]=2)[C:7](=[O:11])[N:6]([CH:12]2[CH2:13][CH2:14][N:15]([C:18]([O:20][C:21]([CH3:23])([CH3:22])[CH3:24])=[O:19])[CH2:16][CH2:17]2)[CH2:5]3)=[CH:29][CH:28]=1)#[N:26]. The yield is 0.850. (7) The product is [F:1][C:2]([F:22])([O:6][C:7]1[CH:8]=[C:9]([CH2:13][N:14]([CH2:26][CH:25]([OH:27])[C:24]([F:29])([F:28])[F:23])[C:15]2[CH:16]=[C:17]([OH:21])[CH:18]=[CH:19][CH:20]=2)[CH:10]=[CH:11][CH:12]=1)[CH:3]([F:4])[F:5]. The yield is 0.890. The reactants are [F:1][C:2]([F:22])([O:6][C:7]1[CH:8]=[C:9]([CH2:13][NH:14][C:15]2[CH:16]=[C:17]([OH:21])[CH:18]=[CH:19][CH:20]=2)[CH:10]=[CH:11][CH:12]=1)[CH:3]([F:5])[F:4].[F:23][C:24]([F:29])([F:28])[CH:25]1[O:27][CH2:26]1.FC(F)(F)S([O-])(=O)=O.[Yb+3].FC(F)(F)S([O-])(=O)=O.FC(F)(F)S([O-])(=O)=O.O. The catalyst is C(#N)C.